This data is from Forward reaction prediction with 1.9M reactions from USPTO patents (1976-2016). The task is: Predict the product of the given reaction. (1) Given the reactants Cl.[N+:2]([C:5]1[CH:13]=[CH:12][C:11]2[C:7](=[CH:8][N:9]([CH2:14][CH2:15][NH2:16])[N:10]=2)[CH:6]=1)([O-:4])=[O:3].C(N(CC)CC)C.[CH3:24][S:25](Cl)(=[O:27])=[O:26], predict the reaction product. The product is: [N+:2]([C:5]1[CH:13]=[CH:12][C:11]2[C:7](=[CH:8][N:9]([CH2:14][CH2:15][NH:16][S:25]([CH3:24])(=[O:27])=[O:26])[N:10]=2)[CH:6]=1)([O-:4])=[O:3]. (2) Given the reactants CO[C:3]([C:5]1[N:6]=[CH:7][C:8]2[C:13]([C:14]=1[OH:15])=[CH:12][CH:11]=[C:10]([O:16][C:17]1[CH:22]=[CH:21][CH:20]=[CH:19][CH:18]=1)[CH:9]=2)=[O:4].[NH2:23][CH2:24][C:25]([CH3:30])([CH3:29])[C:26]([OH:28])=[O:27].CO.Cl, predict the reaction product. The product is: [OH:15][C:14]1[C:13]2[C:8](=[CH:9][C:10]([O:16][C:17]3[CH:22]=[CH:21][CH:20]=[CH:19][CH:18]=3)=[CH:11][CH:12]=2)[CH:7]=[N:6][C:5]=1[C:3]([NH:23][CH2:24][C:25]([CH3:30])([CH3:29])[C:26]([OH:28])=[O:27])=[O:4].